Task: Regression. Given a peptide amino acid sequence and an MHC pseudo amino acid sequence, predict their binding affinity value. This is MHC class I binding data.. Dataset: Peptide-MHC class I binding affinity with 185,985 pairs from IEDB/IMGT (1) The peptide sequence is DFIGKTIGF. The MHC is HLA-A26:01 with pseudo-sequence HLA-A26:01. The binding affinity (normalized) is 0.517. (2) The peptide sequence is PASRDLVVSY. The MHC is Patr-B0101 with pseudo-sequence Patr-B0101. The binding affinity (normalized) is 0. (3) The peptide sequence is MQIDGGEGV. The MHC is HLA-A80:01 with pseudo-sequence HLA-A80:01. The binding affinity (normalized) is 0.0847. (4) The peptide sequence is VMLDWGIEL. The MHC is HLA-B08:01 with pseudo-sequence HLA-B08:01. The binding affinity (normalized) is 0.0847.